Dataset: Full USPTO retrosynthesis dataset with 1.9M reactions from patents (1976-2016). Task: Predict the reactants needed to synthesize the given product. (1) Given the product [Cl:1][C:2]1[S:6][C:5]([C:7]2[O:11][N:10]=[C:9]([CH2:12][N:13]3[C:17]4=[CH:18][S:19][C:20]([C:21]([OH:23])=[O:22])=[C:16]4[N:15]=[C:14]3[C:24]([OH:35])=[O:39])[CH:8]=2)=[CH:4][CH:3]=1, predict the reactants needed to synthesize it. The reactants are: [Cl:1][C:2]1[S:6][C:5]([C:7]2[O:11][N:10]=[C:9]([CH2:12][N:13]3[C:17]4=[CH:18][S:19][C:20]([C:21]([OH:23])=[O:22])=[C:16]4[N:15]=[C:14]3[C:24](=[O:35])NC3CCN(C4CC4)CC3)[CH:8]=2)=[CH:4][CH:3]=1.NCC[OH:39]. (2) Given the product [C:17]([Si:14]([CH3:16])([CH3:15])[O:13][CH:11]1[CH2:12][NH:8][CH2:9][CH2:10]1)([CH3:20])([CH3:19])[CH3:18], predict the reactants needed to synthesize it. The reactants are: C([N:8]1[CH2:12][C@H:11]([O:13][Si:14]([C:17]([CH3:20])([CH3:19])[CH3:18])([CH3:16])[CH3:15])[C@H:10](N)[CH2:9]1)C1C=CC=CC=1.C(OC(OC(OC(C)(C)C)=O)=O)(C)(C)C. (3) Given the product [CH3:31][C:30]1[N:8]2[CH:9]=[C:10]([NH:13][C:14](=[O:29])[C:15]3[CH:16]=[CH:17][C:18]([O:21][CH2:22][C:23]4[CH:28]=[CH:27][CH:26]=[CH:25][N:24]=4)=[CH:19][CH:20]=3)[CH:11]=[CH:12][C:7]2=[N:6][C:5]=1[CH2:4][CH2:3][CH2:2][N:32]1[CH2:37][CH2:36][O:35][CH2:34][CH2:33]1, predict the reactants needed to synthesize it. The reactants are: O[CH2:2][CH2:3][CH2:4][C:5]1[N:6]=[C:7]2[CH:12]=[CH:11][C:10]([NH:13][C:14](=[O:29])[C:15]3[CH:20]=[CH:19][C:18]([O:21][CH2:22][C:23]4[CH:28]=[CH:27][CH:26]=[CH:25][N:24]=4)=[CH:17][CH:16]=3)=[CH:9][N:8]2[C:30]=1[CH3:31].[NH:32]1[CH2:37][CH2:36][O:35][CH2:34][CH2:33]1. (4) Given the product [O:20]([C:17]1[CH:18]=[CH:19][C:14]([C:13]([NH:12][C:28]2[CH:38]=[CH:37][C:31]([CH2:32][P:33](=[O:34])([OH:36])[OH:35])=[CH:30][CH:29]=2)=[O:27])=[CH:15][CH:16]=1)[C:21]1[CH:22]=[CH:23][CH:24]=[CH:25][CH:26]=1, predict the reactants needed to synthesize it. The reactants are: C1(C2C=CC(C[N:12]([C:28]3[CH:38]=[CH:37][C:31]([CH2:32][P:33](=[O:36])([OH:35])[OH:34])=[CH:30][CH:29]=3)[C:13](=[O:27])[C:14]3[CH:19]=[CH:18][C:17]([O:20][C:21]4[CH:26]=[CH:25][CH:24]=[CH:23][CH:22]=4)=[CH:16][CH:15]=3)=CC=2)CCCCC1.O(C1C=CC(C(NC2C=CC(CP(=O)(OCC)OCC)=CC=2)=O)=CC=1)C1C=CC=CC=1.C[Si](Br)(C)C. (5) Given the product [CH2:1]([NH:8][C:9]([C:11]1[S:15][C:14]([C:16]2[CH:21]=[N:20][CH:19]=[C:18]([CH2:22][CH2:23][C:24]3[CH:25]=[CH:26][C:27]([C:30]([F:31])([F:33])[F:32])=[CH:28][CH:29]=3)[N:17]=2)=[N:13][C:12]=1[CH3:34])=[O:10])[C:2]1[CH:7]=[CH:6][CH:5]=[CH:4][CH:3]=1, predict the reactants needed to synthesize it. The reactants are: [CH2:1]([NH:8][C:9]([C:11]1[S:15][C:14]([C:16]2[CH:21]=[N:20][CH:19]=[C:18](/[CH:22]=[CH:23]/[C:24]3[CH:29]=[CH:28][C:27]([C:30]([F:33])([F:32])[F:31])=[CH:26][CH:25]=3)[N:17]=2)=[N:13][C:12]=1[CH3:34])=[O:10])[C:2]1[CH:7]=[CH:6][CH:5]=[CH:4][CH:3]=1. (6) Given the product [CH3:26][C:22]1[N:21]=[C:20]([NH:19][S:15]([C:12]2[CH:13]=[CH:14][C:9]([C:6]3[CH:7]=[CH:8][C:3]([C:1]#[N:2])=[CH:4][CH:5]=3)=[CH:10][CH:11]=2)(=[O:17])=[O:16])[CH:25]=[CH:24][CH:23]=1, predict the reactants needed to synthesize it. The reactants are: [C:1]([C:3]1[CH:8]=[CH:7][C:6]([C:9]2[CH:14]=[CH:13][C:12]([S:15](Cl)(=[O:17])=[O:16])=[CH:11][CH:10]=2)=[CH:5][CH:4]=1)#[N:2].[NH2:19][C:20]1[CH:25]=[CH:24][CH:23]=[C:22]([CH3:26])[N:21]=1.